This data is from Catalyst prediction with 721,799 reactions and 888 catalyst types from USPTO. The task is: Predict which catalyst facilitates the given reaction. Reactant: [N:1]1[CH:6]=[CH:5][CH:4]=[C:3]([C:7]2[CH:11]=[C:10]([C:12]([F:15])([F:14])[F:13])[N:9]([C:16]3[N:21]=[N:20][C:19]([NH2:22])=[CH:18][CH:17]=3)[N:8]=2)[CH:2]=1.C(N(CC)C(C)C)(C)C.[CH3:32][C:33]1[O:34][C:35]([C:38]2[CH:39]=[C:40]([CH:44]=[CH:45][CH:46]=2)[C:41](Cl)=[O:42])=[CH:36][N:37]=1.C(=O)(O)[O-].[Na+]. Product: [N:1]1[CH:6]=[CH:5][CH:4]=[C:3]([C:7]2[CH:11]=[C:10]([C:12]([F:15])([F:13])[F:14])[N:9]([C:16]3[N:21]=[N:20][C:19]([NH2:22])=[CH:18][CH:17]=3)[N:8]=2)[CH:2]=1.[CH3:32][C:33]1[O:34][C:35]([C:38]2[CH:39]=[C:40]([CH:44]=[CH:45][CH:46]=2)[C:41]([NH:22][C:19]2[N:20]=[N:21][C:16]([N:9]3[C:10]([C:12]([F:15])([F:13])[F:14])=[CH:11][C:7]([C:3]4[CH:2]=[N:1][CH:6]=[CH:5][CH:4]=4)=[N:8]3)=[CH:17][CH:18]=2)=[O:42])=[CH:36][N:37]=1. The catalyst class is: 7.